Dataset: Full USPTO retrosynthesis dataset with 1.9M reactions from patents (1976-2016). Task: Predict the reactants needed to synthesize the given product. (1) Given the product [CH2:12]([NH:30][C:3](=[O:11])[C:4]1[CH:5]=[CH:6][C:7]([OH:10])=[CH:8][CH:9]=1)[CH2:13][CH2:14][CH2:15][CH2:16][CH2:17][CH2:18][CH2:19]/[CH:20]=[CH:21]\[CH2:22][CH2:23][CH2:24][CH2:25][CH2:26][CH2:27][CH2:28][CH3:29], predict the reactants needed to synthesize it. The reactants are: CO[C:3](=[O:11])[C:4]1[CH:9]=[CH:8][C:7]([OH:10])=[CH:6][CH:5]=1.[CH2:12]([NH2:30])[CH2:13][CH2:14][CH2:15][CH2:16][CH2:17][CH2:18][CH2:19]/[CH:20]=[CH:21]\[CH2:22][CH2:23][CH2:24][CH2:25][CH2:26][CH2:27][CH2:28][CH3:29]. (2) Given the product [CH3:32][S:33]([OH:36])(=[O:35])=[O:34].[S:1]1[C:5]2[CH:6]=[CH:7][CH:8]=[CH:9][C:4]=2[C:3]([N:10]2[CH2:15][CH2:14][N:13]([CH2:16][CH2:17][C:18]3[CH:26]=[C:25]4[C:21]([CH2:22][CH:23]([NH:29][CH2:30][CH3:31])[C:24]4([CH3:28])[CH3:27])=[CH:20][CH:19]=3)[CH2:12][CH2:11]2)=[N:2]1, predict the reactants needed to synthesize it. The reactants are: [S:1]1[C:5]2[CH:6]=[CH:7][CH:8]=[CH:9][C:4]=2[C:3]([N:10]2[CH2:15][CH2:14][N:13]([CH2:16][CH2:17][C:18]3[CH:26]=[C:25]4[C:21]([CH2:22][CH:23]([NH:29][CH2:30][CH3:31])[C:24]4([CH3:28])[CH3:27])=[CH:20][CH:19]=3)[CH2:12][CH2:11]2)=[N:2]1.[CH3:32][S:33]([OH:36])(=[O:35])=[O:34]. (3) Given the product [CH3:1][S:2][C:3]1[CH:8]=[C:7]([C:9]2[CH:14]=[CH:13][CH:12]=[CH:11][CH:10]=2)[C:31]2[CH2:30][CH2:29][C:28]3[C:33](=[CH:34][N:26]([C:20]4[CH:25]=[CH:24][CH:23]=[CH:22][CH:21]=4)[N:27]=3)[C:5]=2[C:4]=1[C:16]([O:18][CH3:19])=[O:17], predict the reactants needed to synthesize it. The reactants are: [CH3:1][S:2][C:3]1[CH:8]=[C:7]([C:9]2[CH:14]=[CH:13][CH:12]=[CH:11][CH:10]=2)O[C:5](=O)[C:4]=1[C:16]([O:18][CH3:19])=[O:17].[C:20]1([N:26]2[CH:34]=[C:33]3[C:28]([CH2:29][CH2:30][CH2:31]C3=O)=[N:27]2)[CH:25]=[CH:24][CH:23]=[CH:22][CH:21]=1.[OH-].[K+].Cl. (4) Given the product [CH2:31]([O:30][C:28]([NH:6][C@H:7]1[CH2:12][CH2:11][N:10]([C:13]([O:15][C:16]([CH3:17])([CH3:18])[CH3:19])=[O:14])[CH2:9][C@H:8]1[O:20][CH3:21])=[O:29])[C:32]1[CH:37]=[CH:36][CH:35]=[CH:34][CH:33]=1, predict the reactants needed to synthesize it. The reactants are: C1COCC1.[NH2:6][C@H:7]1[CH2:12][CH2:11][N:10]([C:13]([O:15][C:16]([CH3:19])([CH3:18])[CH3:17])=[O:14])[CH2:9][C@H:8]1[O:20][CH3:21].C(=O)(O)[O-].[Na+].Cl[C:28]([O:30][CH2:31][C:32]1[CH:37]=[CH:36][CH:35]=[CH:34][CH:33]=1)=[O:29]. (5) Given the product [C:3]([O:7][C:8](=[O:35])[CH2:9][CH2:10][C:11]1[CH:16]=[CH:15][C:14]([C:17]([N:19]2[CH2:28][C:27]3[CH:26]=[N:25][N:24]([CH3:29])[C:23]=3[N:22]([CH3:38])[C:21]3[CH:30]=[CH:31][CH:32]=[CH:33][C:20]2=3)=[O:18])=[CH:13][C:12]=1[CH3:34])([CH3:6])([CH3:5])[CH3:4], predict the reactants needed to synthesize it. The reactants are: [H-].[Na+].[C:3]([O:7][C:8](=[O:35])[CH2:9][CH2:10][C:11]1[CH:16]=[CH:15][C:14]([C:17]([N:19]2[CH2:28][C:27]3[CH:26]=[N:25][N:24]([CH3:29])[C:23]=3[NH:22][C:21]3[CH:30]=[CH:31][CH:32]=[CH:33][C:20]2=3)=[O:18])=[CH:13][C:12]=1[CH3:34])([CH3:6])([CH3:5])[CH3:4].CI.[CH3:38]COC(C)=O. (6) Given the product [CH:19]([O:1][C:2]1[CH:9]=[C:8]([O:10][CH3:11])[CH:7]=[CH:6][C:3]=1[C:4]#[N:5])([CH3:21])[CH3:20], predict the reactants needed to synthesize it. The reactants are: [OH:1][C:2]1[CH:9]=[C:8]([O:10][CH3:11])[CH:7]=[CH:6][C:3]=1[C:4]#[N:5].C(=O)([O-])[O-].[K+].[K+].I[CH:19]([CH3:21])[CH3:20]. (7) Given the product [Cl:1][C:2]1[CH:3]=[C:4]([NH:16][C:17]2[C:26]3[C:21](=[CH:22][CH:23]=[CH:24][C:25]=3[O:27][C@@H:28]([CH3:32])[C:29]([N:31]3[CH2:37][CH2:38][C@H:34]([OH:33])[CH2:35]3)=[O:30])[N:20]=[CH:19][N:18]=2)[CH:5]=[CH:6][C:7]=1[O:8][CH2:9][C:10]1[CH:15]=[CH:14][CH:13]=[CH:12][N:11]=1, predict the reactants needed to synthesize it. The reactants are: [Cl:1][C:2]1[CH:3]=[C:4]([NH:16][C:17]2[C:26]3[C:21](=[CH:22][CH:23]=[CH:24][C:25]=3[O:27][C@@H:28]([CH3:32])[C:29]([NH2:31])=[O:30])[N:20]=[CH:19][N:18]=2)[CH:5]=[CH:6][C:7]=1[O:8][CH2:9][C:10]1[CH:15]=[CH:14][CH:13]=[CH:12][N:11]=1.[OH:33][C@@H:34]1[CH2:38][CH2:37]N[CH2:35]1. (8) Given the product [Cl:8][C:6]1[N:5]=[N:4][C:3]([NH2:9])=[C:2]([O:11][CH3:10])[CH:7]=1, predict the reactants needed to synthesize it. The reactants are: Br[C:2]1[CH:7]=[C:6]([Cl:8])[N:5]=[N:4][C:3]=1[NH2:9].[CH3:10][O-:11].[Na+].